The task is: Predict which catalyst facilitates the given reaction.. This data is from Catalyst prediction with 721,799 reactions and 888 catalyst types from USPTO. (1) Reactant: [CH3:1][N:2]([CH3:22])[C:3]([N:5]1[CH2:9][CH:8]2[CH2:10][C:11]([C:20]#N)([CH2:13][CH:14]3[CH2:19][CH2:18][CH2:17][CH2:16][CH2:15]3)[CH2:12][CH:7]2[CH2:6]1)=[O:4].[H-].C([Al+]CC(C)C)C(C)C.C(C(C(C([O-])=O)O)O)([O-])=[O:34].[Na+].[K+]. Product: [CH3:1][N:2]([CH3:22])[C:3]([N:5]1[CH2:9][CH:8]2[CH2:10][C:11]([CH2:13][CH:14]3[CH2:19][CH2:18][CH2:17][CH2:16][CH2:15]3)([CH:20]=[O:34])[CH2:12][CH:7]2[CH2:6]1)=[O:4]. The catalyst class is: 4. (2) Reactant: C1(C(C2C=CC=CC=2)=[N:8][C:9]2[C:18]3[CH2:17][CH2:16][C@H:15]([N:19]4[CH2:23][CH2:22][CH2:21][CH2:20]4)[CH2:14][C:13]=3[C:12]([O:24][CH3:25])=[CH:11][CH:10]=2)C=CC=CC=1.Cl. Product: [CH3:25][O:24][C:12]1[C:13]2[CH2:14][C@@H:15]([N:19]3[CH2:23][CH2:22][CH2:21][CH2:20]3)[CH2:16][CH2:17][C:18]=2[C:9]([NH2:8])=[CH:10][CH:11]=1. The catalyst class is: 1. (3) Product: [CH2:22]([C:24]1[CH:25]=[CH:26][C:27]([S:30]([NH:1][CH:2]2[CH2:3][CH2:4][N:5]([C:8]([O:10][C:11]([CH3:14])([CH3:13])[CH3:12])=[O:9])[CH2:6][CH2:7]2)(=[O:32])=[O:31])=[CH:28][CH:29]=1)[CH3:23]. The catalyst class is: 1. Reactant: [NH2:1][CH:2]1[CH2:7][CH2:6][N:5]([C:8]([O:10][C:11]([CH3:14])([CH3:13])[CH3:12])=[O:9])[CH2:4][CH2:3]1.C(N(CC)CC)C.[CH2:22]([C:24]1[CH:29]=[CH:28][C:27]([S:30](Cl)(=[O:32])=[O:31])=[CH:26][CH:25]=1)[CH3:23]. (4) Reactant: [CH2:1]([Mg]Cl)[CH:2]=[CH2:3].[Cl:6][C:7]1[CH:23]=[C:22]([Cl:24])[C:21]([O:25][CH2:26][C:27]2[CH:32]=[CH:31][C:30]([O:33][CH3:34])=[CH:29][CH:28]=2)=[CH:20][C:8]=1[O:9][C:10]1[N:14]([CH3:15])[N:13]=[C:12]([CH:16]=[O:17])[C:11]=1[CH:18]=[CH2:19].[Cl-].[NH4+]. Product: [Cl:6][C:7]1[CH:23]=[C:22]([Cl:24])[C:21]([O:25][CH2:26][C:27]2[CH:28]=[CH:29][C:30]([O:33][CH3:34])=[CH:31][CH:32]=2)=[CH:20][C:8]=1[O:9][C:10]1[N:14]([CH3:15])[N:13]=[C:12]([CH:16]([OH:17])[CH2:3][CH:2]=[CH2:1])[C:11]=1[CH:18]=[CH2:19]. The catalyst class is: 7.